Dataset: Full USPTO retrosynthesis dataset with 1.9M reactions from patents (1976-2016). Task: Predict the reactants needed to synthesize the given product. Given the product [Cl:43][C:27]1[C:21]2[C:22](=[N:23][CH:24]=[C:19]([C:10]3[NH:9][C:8]([C:5]4[CH:6]=[CH:7][C:2]([F:1])=[CH:3][CH:4]=4)=[N:12][C:11]=3[C:13]3[CH:18]=[CH:17][N:16]=[CH:15][CH:14]=3)[CH:20]=2)[NH:25][CH:26]=1, predict the reactants needed to synthesize it. The reactants are: [F:1][C:2]1[CH:7]=[CH:6][C:5]([C:8]2[N:9](COCC[Si](C)(C)C)[C:10]([C:19]3[CH:20]=[C:21]4[CH:27]=[CH:26][NH:25][C:22]4=[N:23][CH:24]=3)=[C:11]([C:13]3[CH:18]=[CH:17][N:16]=[CH:15][CH:14]=3)[N:12]=2)=[CH:4][CH:3]=1.C1C(=O)N([Cl:43])C(=O)C1.Cl.